From a dataset of Reaction yield outcomes from USPTO patents with 853,638 reactions. Predict the reaction yield, written as a fraction of the theoretical maximum amount of product (1.0 means a 100% yield; for example, 0.34 means a 34% yield). The reactants are C([O:3][C:4](=[O:43])[CH2:5][C@@H:6]([C:10]1[CH:15]=[CH:14][C:13]([O:16][CH2:17][C:18]2[CH:19]=[CH:20][C:21]3[N:22]([N:24]=[C:25]([C:27]4[C:32]([CH3:33])=[CH:31][C:30]([O:34][CH2:35][CH2:36][CH2:37][S:38]([CH3:41])(=[O:40])=[O:39])=[CH:29][C:28]=4[CH3:42])[N:26]=3)[CH:23]=2)=[CH:12][CH:11]=1)[C:7]#[C:8][CH3:9])C.[OH-].[Na+]. The catalyst is CCO. The product is [CH3:42][C:28]1[CH:29]=[C:30]([O:34][CH2:35][CH2:36][CH2:37][S:38]([CH3:41])(=[O:40])=[O:39])[CH:31]=[C:32]([CH3:33])[C:27]=1[C:25]1[N:26]=[C:21]2[CH:20]=[CH:19][C:18]([CH2:17][O:16][C:13]3[CH:12]=[CH:11][C:10]([C@@H:6]([C:7]#[C:8][CH3:9])[CH2:5][C:4]([OH:43])=[O:3])=[CH:15][CH:14]=3)=[CH:23][N:22]2[N:24]=1. The yield is 0.550.